Dataset: Experimentally validated miRNA-target interactions with 360,000+ pairs, plus equal number of negative samples. Task: Binary Classification. Given a miRNA mature sequence and a target amino acid sequence, predict their likelihood of interaction. (1) The miRNA is hsa-miR-6785-5p with sequence UGGGAGGGCGUGGAUGAUGGUG. The protein sequence of the target gene is MLKMLSFKLLLLAVALGFFEGDAKFGERNEGSGARRRRCLNGNPPKRLKRRDRRMMSQLELLSGGEMLCGGFYPRLSCCLRSDSPGLGRLENKIFSVTNNTECGKLLEEIKCALCSPHSQSLFHSPEREVLERDLVLPLLCKDYCKEFFYTCRGHIPGFLQTTADEFCFYYARKDGGLCFPDFPRKQVRGPASNYLDQMEEYDKVEEISRKHKHNCFCIQEVVSGLRQPVGALHSGDGSQRLFILEKEGYVKILTPEGEIFKEPYLDIHKLVQSGIKGGDERGLLSLAFHPNYKKNGKLY.... Result: 1 (interaction). (2) The miRNA is rno-miR-125a-3p with sequence ACAGGUGAGGUUCUUGGGAGCC. The protein sequence of the target gene is MATVAELKAVLKDTLEKKGVLGHLKARIRAEVFNALDDDREPRPSLSHENLLINELIREYLEFNKYKYTASVLIAESGQPVVPLDRQFLIHELNAFEESKDNTIPLLYGILAHFLRGTKDGIQNAFLKGPSLQPSDPSLGRQPSRRKPMDDHLRKEEQKSTNIEDLHVSQAVNR. Result: 0 (no interaction). (3) The miRNA is hsa-miR-378g with sequence ACUGGGCUUGGAGUCAGAAG. The protein sequence of the target gene is MSTSFPELDLENFEYDDSAEACYLGDIVAFGTIFLSVFYALVFTFGLVGNLLVVLALTNSRKPKSITDIYLLNLALSDLLFVATLPFWTHYLISHEGLHNAMCKLTTAFFFIGFFGGIFFITVISIDRYLAIVLAANSMNNRTVQHGVTISLGVWAAAILVASPQFMFTKRKDNECLGDYPEVLQEMWPVLRNSEVNILGFALPLLIMSFCYFRIIQTLFSCKNRKKARAVRLILLVVFAFFLFWTPYNIMIFLETLKFYNFFPSCDMKRDLRLALSVTETVAFSHCCLNPFIYAFAGEK.... Result: 0 (no interaction). (4) The miRNA is hsa-miR-363-5p with sequence CGGGUGGAUCACGAUGCAAUUU. The protein sequence of the target gene is MPVSTSLHQDGSQERPVSLTSTTSSSGSSCDSRSAMEEPSSSEAPAKNGAGSLRSRHLPNSNNNSSSWLNVKGPLSPFNSRAAAGPAHHKLSYLGRVVREIVETERMYVQDLRSIVEDYLLKIIDTPGLLKPEQVSALFGNIENIYALNSQLLRDLDSCNSDPVAVASCFVERSQEFDIYTQYCNNYPNSVAALTECMRDKQQAKFFRDRQELLQHSLPLGSYLLKPVQRILKYHLLLQEIAKHFDEEEDGFEVVEDAIDTMTCVAWYINDMKRRHEHAVRLQEIQSLLINWKGPDLTTY.... Result: 1 (interaction). (5) The protein sequence of the target gene is MPVDDCWLYFPASRGRTFVQTVWVAPTCPNCCWFPGFLPPVPRPPHVPRVLLRGPRGAVLPASRPSKTLPSSSQTPCPTDPCICPPPSTPDSRQEKNTQSELPNKKGQLQKLPTMNGSKDPPGSYDFDLIIIGGGSGGLAAAKEAAKFDKKVLVLDFVTPTPLGTRWGLGGTCVNVGCIPKKLMHQAALLGQALKDSRNYGWKVEDTVKHDWEKMTESVQSHIGSLNWGYRVALREKKVVYENAYGRFIGPHRIVATNNKGKEKIYSAERFLIATGERPRYLGIPGDKEYCISSDDLFSL.... Result: 0 (no interaction). The miRNA is hsa-miR-6736-5p with sequence CUGGGUGAGGGCAUCUGUGGU. (6) The miRNA is hsa-miR-3927-3p with sequence CAGGUAGAUAUUUGAUAGGCAU. The protein sequence of the target gene is MLGSGFKAERLRVNLRLVINRLKLLEKKKTELAQKARKEIADYLAAGKDERARIRVEHIIREDYLVEAMEILELYCDLLLARFGLIQSMKELDSGLAESVSTLIWAAPRLQSEVAELKIVADQLCAKYSKEYGKLCRTNQIGTVNDRLMHKLSVEAPPKILVERYLIEIAKNYNVPYEPDSVVMAEAPVGVETDLIDVGFTDDVKKGGPGRGGGGGFTAPVGGPDGIVPMPMPMPMPSPNAPFAYPLPKGPSDFSGLPVGTYQAFPNIHPPQIPATPPSYESVDDINGDKTVSSAQIVGP.... Result: 0 (no interaction). (7) The miRNA is mmu-miR-488-3p with sequence UUGAAAGGCUGUUUCUUGGUC. The protein sequence of the target gene is MGCCFTKRRKSEKAEGEEEQPKLYSWDQREKVDPKDYMFSGLKDETVGRLPGKVAGQQFVIQDCENCNIYIFDHSATITIDDCTNCVIFLGPVKGSVFFRNCRDCKCTLACQQFRVRDCRKLEVFLCCATQPIIESSTNIKFGCFQWYYPELAAQFKDAGLSIFNNIWSHVHDFTPVSGELNWSLLPENAVVQDYVPIPMTEEFKAVRISTEANRSIVPVSRGQRQKYSDESCLVVLFADDYTTANARKLIDEMVGKGFSLVQTKEMSMKTEDAQRVFQEKASDFLLLLNKGPVIALEFN.... Result: 0 (no interaction).